This data is from Peptide-MHC class I binding affinity with 185,985 pairs from IEDB/IMGT. The task is: Regression. Given a peptide amino acid sequence and an MHC pseudo amino acid sequence, predict their binding affinity value. This is MHC class I binding data. (1) The peptide sequence is GTKGKLYIAL. The MHC is HLA-A02:03 with pseudo-sequence HLA-A02:03. The binding affinity (normalized) is 0.171. (2) The peptide sequence is RCELAAAM. The MHC is H-2-Kb with pseudo-sequence H-2-Kb. The binding affinity (normalized) is 0.0735. (3) The peptide sequence is RPQVPLRPMTY. The MHC is HLA-A01:01 with pseudo-sequence HLA-A01:01. The binding affinity (normalized) is 0. (4) The peptide sequence is AEQTGVSHNL. The MHC is HLA-B44:03 with pseudo-sequence HLA-B44:03. The binding affinity (normalized) is 0.672. (5) The peptide sequence is PYPQSQPQY. The MHC is HLA-A24:02 with pseudo-sequence HLA-A24:02. The binding affinity (normalized) is 0.